Dataset: Reaction yield outcomes from USPTO patents with 853,638 reactions. Task: Predict the reaction yield, written as a fraction of the theoretical maximum amount of product (1.0 means a 100% yield; for example, 0.34 means a 34% yield). (1) The reactants are [NH2:1][C:2]1[S:6][N:5]=[C:4]([CH3:7])[C:3]=1[C:8]([OH:10])=O.S(Cl)(Cl)=O.[CH2:15]([O:17][C:18]1[N:23]=[CH:22][C:21]([NH2:24])=[CH:20][CH:19]=1)[CH3:16].C(N(CC)CC)C. No catalyst specified. The product is [NH2:1][C:2]1[S:6][N:5]=[C:4]([CH3:7])[C:3]=1[C:8]([NH:24][C:21]1[CH:22]=[N:23][C:18]([O:17][CH2:15][CH3:16])=[CH:19][CH:20]=1)=[O:10]. The yield is 0.180. (2) The reactants are [B:10]1([B:10]2[O:14][C:13]([CH3:16])([CH3:15])[C:12]([CH3:18])([CH3:17])[O:11]2)[O:14][C:13]([CH3:16])([CH3:15])[C:12]([CH3:18])([CH3:17])[O:11]1.C(OOC(=O)C1C=CC=CC=1)(=O)C1C=CC=CC=1.N[C:38]1[CH:43]=[CH:42][C:41]([C:44](=[O:46])[CH3:45])=[CH:40][CH:39]=1.N(OC(C)(C)C)=O. The catalyst is C(#N)C. The product is [CH3:16][C:13]1([CH3:15])[C:12]([CH3:17])([CH3:18])[O:11][B:10]([C:38]2[CH:43]=[CH:42][C:41]([C:44](=[O:46])[CH3:45])=[CH:40][CH:39]=2)[O:14]1. The yield is 0.600. (3) The reactants are [CH2:1]([C:3]1[C:11]2[C:10](=[O:12])[CH2:9][C:8]([CH3:14])([CH3:13])[CH2:7][C:6]=2[N:5]([C:15]2[CH:22]=[C:21](F)[C:18]([C:19]#[N:20])=[C:17]([F:24])[CH:16]=2)[N:4]=1)[CH3:2].C(N(CC)C(C)C)(C)C.[CH:34]1([NH2:38])[CH2:37][CH2:36][CH2:35]1. The catalyst is CS(C)=O. The product is [CH:34]1([NH:38][C:21]2[CH:22]=[C:15]([N:5]3[C:6]4[CH2:7][C:8]([CH3:14])([CH3:13])[CH2:9][C:10](=[O:12])[C:11]=4[C:3]([CH2:1][CH3:2])=[N:4]3)[CH:16]=[C:17]([F:24])[C:18]=2[C:19]#[N:20])[CH2:37][CH2:36][CH2:35]1. The yield is 0.810. (4) The reactants are O=C1C2C(=CC=CC=2)C(=O)[N:3]1[CH2:12][CH2:13][CH2:14][N:15]1[CH2:20][CH2:19][CH:18]([C:21]2[CH:22]=[C:23]([NH:27][C:28](=[O:32])[CH:29]([CH3:31])[CH3:30])[CH:24]=[CH:25][CH:26]=2)[CH2:17][CH2:16]1.O.NN. The catalyst is CCO. The product is [NH2:3][CH2:12][CH2:13][CH2:14][N:15]1[CH2:20][CH2:19][CH:18]([C:21]2[CH:22]=[C:23]([NH:27][C:28](=[O:32])[CH:29]([CH3:30])[CH3:31])[CH:24]=[CH:25][CH:26]=2)[CH2:17][CH2:16]1. The yield is 0.860. (5) The reactants are O[CH:2]([C:4]1[CH:21]=[CH:20][C:7]2/[C:8](=[CH:17]/[C:18]#[N:19])/[C:9]3[CH:16]=[CH:15][CH:14]=[CH:13][C:10]=3[CH2:11][CH2:12][C:6]=2[CH:5]=1)[CH3:3].B(Br)(Br)Br.[CH2:26]([C:29]1[NH:30][C:31]2[C:37]([CH3:38])=[CH:36][CH:35]=[CH:34][C:32]=2[N:33]=1)[CH2:27][CH3:28].C(=O)([O-])[O-].[K+].[K+]. The catalyst is ClCCl.O. The product is [CH2:26]([C:29]1[N:33]([CH:2]([C:4]2[CH:21]=[CH:20][C:7]3/[C:8](=[CH:17]/[C:18]#[N:19])/[C:9]4[CH:16]=[CH:15][CH:14]=[CH:13][C:10]=4[CH2:11][CH2:12][C:6]=3[CH:5]=2)[CH3:3])[C:32]2[CH:34]=[CH:35][CH:36]=[C:37]([CH3:38])[C:31]=2[N:30]=1)[CH2:27][CH3:28]. The yield is 0.450. (6) The reactants are [I:1][C:2]1[C:7]([NH2:8])=[CH:6][N:5]=[C:4]([CH:9]([CH3:11])[CH3:10])[N:3]=1.[F:12][C:13]([F:24])([F:23])[C:14](O[C:14](=[O:15])[C:13]([F:24])([F:23])[F:12])=[O:15]. The catalyst is ClCCl. The product is [F:12][C:13]([F:24])([F:23])[C:14]([NH:8][C:7]1[C:2]([I:1])=[N:3][C:4]([CH:9]([CH3:11])[CH3:10])=[N:5][CH:6]=1)=[O:15]. The yield is 1.00.